Dataset: Forward reaction prediction with 1.9M reactions from USPTO patents (1976-2016). Task: Predict the product of the given reaction. (1) The product is: [O:21]=[C:4]1[NH:5][C:6]([C:15]2[CH:16]=[CH:17][CH:18]=[CH:19][CH:20]=2)([C:9]2[CH:14]=[CH:13][CH:12]=[CH:11][CH:10]=2)[C:7](=[O:8])[N:3]1[CH2:2][O:1][C:24](=[NH:25])[C:23]([Cl:27])([Cl:26])[Cl:22]. Given the reactants [OH:1][CH2:2][N:3]1[C:7](=[O:8])[C:6]([C:15]2[CH:20]=[CH:19][CH:18]=[CH:17][CH:16]=2)([C:9]2[CH:14]=[CH:13][CH:12]=[CH:11][CH:10]=2)[NH:5][C:4]1=[O:21].[Cl:22][C:23]([Cl:27])([Cl:26])[C:24]#[N:25], predict the reaction product. (2) Given the reactants [F:1][C:2]1[CH:3]=[C:4]([CH2:11][C:12]([OH:14])=[O:13])[CH:5]=[CH:6][C:7]=1[N+:8]([O-])=O, predict the reaction product. The product is: [NH2:8][C:7]1[CH:6]=[CH:5][C:4]([CH2:11][C:12]([OH:14])=[O:13])=[CH:3][C:2]=1[F:1]. (3) The product is: [N:8]1[CH:9]=[CH:10][C:5]([C:3]([OH:4])=[O:2])=[N:6][CH:7]=1. Given the reactants C[O:2][C:3]([C:5]1[CH:10]=[CH:9][N:8]=[CH:7][N:6]=1)=[O:4].BrC1C(C(O)=S)=NC(C)=NC=1, predict the reaction product. (4) Given the reactants [Cr](O[Cr]([O-])(=O)=O)([O-])(=O)=[O:2].[NH+]1[CH:15]=[CH:14][CH:13]=[CH:12][CH:11]=1.[NH+]1[CH:21]=[CH:20][CH:19]=[CH:18][CH:17]=1, predict the reaction product. The product is: [CH2:11]([OH:2])[CH2:12][C:13]#[C:14][CH2:15][CH2:17][CH2:18][CH2:19][CH2:20][CH3:21]. (5) Given the reactants C(N(CC)CC)C.[Cl:8][C:9]1[CH:17]=[CH:16][C:12]([C:13]([OH:15])=O)=[CH:11][C:10]=1[NH:18][C:19]([C:21]1[C:32](=[O:33])[NH:31][C:24]2[N:25]=[C:26]([O:29][CH3:30])[N:27]=[CH:28][C:23]=2[CH:22]=1)=[O:20].CN(C(ON1N=NC2C=CC=NC1=2)=[N+](C)C)C.F[P-](F)(F)(F)(F)F.[NH2:58][C@@H:59]([C:63]1[CH:68]=[CH:67][CH:66]=[CH:65][CH:64]=1)[CH2:60][CH2:61][OH:62], predict the reaction product. The product is: [Cl:8][C:9]1[CH:17]=[CH:16][C:12]([C:13](=[O:15])[NH:58][C@@H:59]([C:63]2[CH:68]=[CH:67][CH:66]=[CH:65][CH:64]=2)[CH2:60][CH2:61][OH:62])=[CH:11][C:10]=1[NH:18][C:19]([C:21]1[C:32](=[O:33])[NH:31][C:24]2[N:25]=[C:26]([O:29][CH3:30])[N:27]=[CH:28][C:23]=2[CH:22]=1)=[O:20]. (6) Given the reactants [NH:1]1[C:9]2[CH:8]=[CH:7][CH:6]=[C:5]([C:10]([O:12][CH3:13])=[O:11])[C:4]=2[CH:3]=[CH:2]1.[CH3:14][C:15]([O:18][C:19](O[C:19]([O:18][C:15]([CH3:17])([CH3:16])[CH3:14])=[O:20])=[O:20])([CH3:17])[CH3:16], predict the reaction product. The product is: [CH3:13][O:12][C:10]([C:5]1[C:4]2[CH:3]=[CH:2][N:1]([C:19]([O:18][C:15]([CH3:17])([CH3:16])[CH3:14])=[O:20])[C:9]=2[CH:8]=[CH:7][CH:6]=1)=[O:11].